From a dataset of Catalyst prediction with 721,799 reactions and 888 catalyst types from USPTO. Predict which catalyst facilitates the given reaction. (1) Reactant: [Cl:1][C:2]1[CH:10]=[C:9]2[C:5]([C:6]([C:11]3[N:12]=[C:13]4[C:19]([C:20]([NH:22][CH:23]([CH3:25])[CH3:24])=[O:21])=[CH:18][N:17]([CH2:26][O:27][CH2:28][CH2:29][Si:30]([CH3:33])([CH3:32])[CH3:31])[C:14]4=[N:15][CH:16]=3)=[N:7][NH:8]2)=[CH:4][CH:3]=1.[H-].[Na+].Br[CH2:37][C:38]1[CH:42]=[CH:41][O:40][N:39]=1. Product: [Cl:1][C:2]1[CH:10]=[C:9]2[C:5]([C:6]([C:11]3[N:12]=[C:13]4[C:19]([C:20]([NH:22][CH:23]([CH3:25])[CH3:24])=[O:21])=[CH:18][N:17]([CH2:26][O:27][CH2:28][CH2:29][Si:30]([CH3:31])([CH3:33])[CH3:32])[C:14]4=[N:15][CH:16]=3)=[N:7][N:8]2[CH2:37][C:38]2[CH:42]=[CH:41][O:40][N:39]=2)=[CH:4][CH:3]=1. The catalyst class is: 18. (2) Reactant: [Br:1][C:2]1[C:8]([F:9])=[CH:7][CH:6]=[CH:5][C:3]=1[NH2:4].Cl[C:11](Cl)([O:13]C(=O)OC(Cl)(Cl)Cl)Cl.C(N(CC)CC)C.[NH2:29][C:30]1[C:31]([OH:41])=[C:32]([S:37]([NH2:40])(=[O:39])=[O:38])[C:33]([Cl:36])=[CH:34][CH:35]=1. Product: [Cl:36][C:33]1[CH:34]=[CH:35][C:30]([NH:29][C:11]([NH:4][C:3]2[CH:5]=[CH:6][CH:7]=[C:8]([F:9])[C:2]=2[Br:1])=[O:13])=[C:31]([OH:41])[C:32]=1[S:37]([NH2:40])(=[O:39])=[O:38]. The catalyst class is: 588.